This data is from Peptide-MHC class I binding affinity with 185,985 pairs from IEDB/IMGT. The task is: Regression. Given a peptide amino acid sequence and an MHC pseudo amino acid sequence, predict their binding affinity value. This is MHC class I binding data. (1) The peptide sequence is LDFVRFMGV. The MHC is HLA-A31:01 with pseudo-sequence HLA-A31:01. The binding affinity (normalized) is 0.171. (2) The binding affinity (normalized) is 0.213. The peptide sequence is AELGAFFSI. The MHC is HLA-B45:06 with pseudo-sequence HLA-B45:06.